Dataset: Full USPTO retrosynthesis dataset with 1.9M reactions from patents (1976-2016). Task: Predict the reactants needed to synthesize the given product. (1) Given the product [C:34]([O:33][C:31]([NH:14][CH2:13][CH2:12][C:39]1[O:38][CH:42]=[CH:41][CH:40]=1)=[O:32])([CH3:35])([CH3:36])[CH3:37], predict the reactants needed to synthesize it. The reactants are: [H-].[Al+3].[Li+].[H-].[H-].[H-].O1C=CC([CH:12]=[CH:13][N+:14]([O-])=O)=C1.C(OCC)(=O)C.[C:31](O[C:31]([O:33][C:34]([CH3:37])([CH3:36])[CH3:35])=[O:32])([O:33][C:34]([CH3:37])([CH3:36])[CH3:35])=[O:32].[O:38]1[CH2:42][CH2:41][CH2:40][CH2:39]1. (2) Given the product [CH2:1]([N:8]1[CH2:13][CH2:12][C:11]([NH:23][C:21](=[O:17])[CH3:22])([CH3:15])[CH2:10][CH2:9]1)[C:2]1[CH:7]=[CH:6][CH:5]=[CH:4][CH:3]=1, predict the reactants needed to synthesize it. The reactants are: [CH2:1]([N:8]1[CH2:13][CH2:12][C:11]([CH3:15])(O)[CH2:10][CH2:9]1)[C:2]1[CH:7]=[CH:6][CH:5]=[CH:4][CH:3]=1.S(=O)(=O)(O)[OH:17].[C:21](#[N:23])[CH3:22].